From a dataset of Full USPTO retrosynthesis dataset with 1.9M reactions from patents (1976-2016). Predict the reactants needed to synthesize the given product. Given the product [CH2:1]([N:8]1[C:16]2[C:11](=[CH:12][CH:13]=[C:14]([O:17][CH3:18])[CH:15]=2)[C:10]([C:19]([NH:34][CH2:33][C:32]2[CH:35]=[CH:36][C:37]([F:38])=[C:30]([F:29])[CH:31]=2)=[O:20])=[C:9]1[CH:22]([CH3:23])[CH3:24])[C:2]1[CH:7]=[CH:6][CH:5]=[CH:4][CH:3]=1, predict the reactants needed to synthesize it. The reactants are: [CH2:1]([N:8]1[C:16]2[C:11](=[CH:12][CH:13]=[C:14]([O:17][CH3:18])[CH:15]=2)[C:10]([C:19](O)=[O:20])=[C:9]1[CH:22]([CH3:24])[CH3:23])[C:2]1[CH:7]=[CH:6][CH:5]=[CH:4][CH:3]=1.C(Cl)CCl.[F:29][C:30]1[CH:31]=[C:32]([CH:35]=[CH:36][C:37]=1[F:38])[CH2:33][NH2:34].